Dataset: Forward reaction prediction with 1.9M reactions from USPTO patents (1976-2016). Task: Predict the product of the given reaction. (1) Given the reactants [C:1]([O:5][C:6]([N:8]1[CH2:13][C:12](=[O:14])[NH:11][C:10](=[O:15])[CH2:9]1)=[O:7])([CH3:4])([CH3:3])[CH3:2].[H-].[Na+].[CH3:18]I, predict the reaction product. The product is: [C:1]([O:5][C:6]([N:8]1[CH2:13][C:12](=[O:14])[N:11]([CH3:18])[C:10](=[O:15])[CH2:9]1)=[O:7])([CH3:4])([CH3:2])[CH3:3]. (2) Given the reactants [F:1][C:2]([F:23])([F:22])[C:3]([N:5]([CH2:16][CH2:17][S:18]([CH3:21])(=[O:20])=[O:19])[CH2:6][C:7]1[CH:12]=[CH:11][CH:10]=[C:9]([N+:13]([O-])=O)[CH:8]=1)=[O:4].[H][H], predict the reaction product. The product is: [NH2:13][C:9]1[CH:8]=[C:7]([CH2:6][N:5]([CH2:16][CH2:17][S:18]([CH3:21])(=[O:20])=[O:19])[C:3](=[O:4])[C:2]([F:23])([F:1])[F:22])[CH:12]=[CH:11][CH:10]=1.